Dataset: Full USPTO retrosynthesis dataset with 1.9M reactions from patents (1976-2016). Task: Predict the reactants needed to synthesize the given product. (1) The reactants are: Br[C:2]1[CH:3]=[CH:4][C:5]([C:8]([O:10][CH3:11])=[O:9])=[N:6][CH:7]=1.CC1(C)C(C)(C)OC([C:20]2[CH2:25][CH2:24][N:23]([C:26]([O:28][C:29]([CH3:32])([CH3:31])[CH3:30])=[O:27])[CH2:22][CH:21]=2)O1.C([O-])([O-])=O.[K+].[K+]. Given the product [C:29]([O:28][C:26]([N:23]1[CH2:22][CH:21]=[C:20]([C:2]2[CH:3]=[CH:4][C:5]([C:8]([O:10][CH3:11])=[O:9])=[N:6][CH:7]=2)[CH2:25][CH2:24]1)=[O:27])([CH3:32])([CH3:30])[CH3:31], predict the reactants needed to synthesize it. (2) Given the product [NH2:1][C:2]1[N:7]=[C:6]([O:24][CH2:17][C:18]2[CH:23]=[CH:22][CH:21]=[CH:20][CH:19]=2)[C:5]([C:9]#[N:10])=[C:4]([C:11]2[CH:16]=[CH:15][CH:14]=[CH:13][CH:12]=2)[N:3]=1, predict the reactants needed to synthesize it. The reactants are: [NH2:1][C:2]1[N:7]=[C:6](Cl)[C:5]([C:9]#[N:10])=[C:4]([C:11]2[CH:16]=[CH:15][CH:14]=[CH:13][CH:12]=2)[N:3]=1.[CH2:17]([OH:24])[C:18]1[CH:23]=[CH:22][CH:21]=[CH:20][CH:19]=1.C1CCN2C(=NCCC2)CC1. (3) Given the product [C:29]1([C:26]2[O:25][C:24]([C:21]3([NH2:35])[CH2:20][CH2:19][NH:18][CH2:23][CH2:22]3)=[N:28][CH:27]=2)[CH:30]=[CH:31][CH:32]=[CH:33][CH:34]=1, predict the reactants needed to synthesize it. The reactants are: C1C2C(COC([N:18]3[CH2:23][CH2:22][C:21]([NH:35]C(OCC4C5C=CC=CC=5C5C4=CC=CC=5)=O)([C:24]4[O:25][C:26]([C:29]5[CH:34]=[CH:33][CH:32]=[CH:31][CH:30]=5)=[CH:27][N:28]=4)[CH2:20][CH2:19]3)=O)C3C(=CC=CC=3)C=2C=CC=1.N1CCCCC1. (4) Given the product [Cl:27][C:22]1[CH:21]=[C:20]([C:18]2[N:15]=[C:13]([N:12]3[CH:9]=[C:3]([C:4]([O:6][CH2:7][CH3:8])=[O:5])[CH:1]=[N:11]3)[S:14][CH:17]=2)[CH:25]=[CH:24][C:23]=1[Cl:26], predict the reactants needed to synthesize it. The reactants are: [CH:1]([CH:3]([CH:9]=O)[C:4]([O:6][CH2:7][CH3:8])=[O:5])=O.[NH2:11][NH:12][C:13]([NH2:15])=[S:14].Br[CH2:17][C:18]([C:20]1[CH:25]=[CH:24][C:23]([Cl:26])=[C:22]([Cl:27])[CH:21]=1)=O.